This data is from Reaction yield outcomes from USPTO patents with 853,638 reactions. The task is: Predict the reaction yield, written as a fraction of the theoretical maximum amount of product (1.0 means a 100% yield; for example, 0.34 means a 34% yield). (1) The reactants are [C:1]([CH2:4][CH2:5][C:6]1[CH:11]=[CH:10][C:9]([NH:12][C:13]([C:15]2[N:16](COCC[Si](C)(C)C)[CH:17]=[C:18]([C:20]#[N:21])[N:19]=2)=[O:14])=[C:8]([C:30]2[CH2:35][CH2:34][C:33]([CH3:37])([CH3:36])[CH2:32][CH:31]=2)[CH:7]=1)(=[O:3])[NH2:2].[F-].C([N+](CCCC)(CCCC)CCCC)CCC.CCOC(C)=O. The catalyst is C1COCC1. The product is [C:1]([CH2:4][CH2:5][C:6]1[CH:11]=[CH:10][C:9]([NH:12][C:13]([C:15]2[NH:16][CH:17]=[C:18]([C:20]#[N:21])[N:19]=2)=[O:14])=[C:8]([C:30]2[CH2:35][CH2:34][C:33]([CH3:37])([CH3:36])[CH2:32][CH:31]=2)[CH:7]=1)(=[O:3])[NH2:2]. The yield is 0.240. (2) The reactants are [N:1]1[CH:6]=[CH:5][N:4]=[CH:3][C:2]=1[C:7](=O)[CH3:8].C([O-])(=O)C.[NH4+:14]. The catalyst is CO.C([BH3-])#N.[Na+]. The product is [N:1]1[CH:6]=[CH:5][N:4]=[CH:3][C:2]=1[CH:7]([NH2:14])[CH3:8]. The yield is 0.750. (3) The reactants are [CH3:1][O:2][C:3]1[CH:9]=[C:8]([C:10]2[CH2:11][CH2:12][NH:13][CH2:14][CH:15]=2)[CH:7]=[CH:6][C:4]=1[NH2:5].[CH3:16][C:17]([O:20][C:21](O[C:21]([O:20][C:17]([CH3:19])([CH3:18])[CH3:16])=[O:22])=[O:22])([CH3:19])[CH3:18]. The catalyst is CO. The product is [NH2:5][C:4]1[CH:6]=[CH:7][C:8]([C:10]2[CH2:11][CH2:12][N:13]([C:21]([O:20][C:17]([CH3:19])([CH3:18])[CH3:16])=[O:22])[CH2:14][CH:15]=2)=[CH:9][C:3]=1[O:2][CH3:1]. The yield is 0.430. (4) The reactants are Cl[C:2]1[N:7]2[N:8]=[C:9]([C:21]3[CH:26]=[CH:25][C:24]([O:27][CH3:28])=[CH:23][CH:22]=3)[C:10]([C:11]3[CH:16]=[CH:15][N:14]=[C:13]([NH:17][CH:18]4[CH2:20][CH2:19]4)[N:12]=3)=[C:6]2[CH:5]=[CH:4][CH:3]=1.[CH3:29][O:30][CH2:31][CH2:32][NH2:33]. No catalyst specified. The product is [CH:18]1([NH:17][C:13]2[N:12]=[C:11]([C:10]3[C:9]([C:21]4[CH:22]=[CH:23][C:24]([O:27][CH3:28])=[CH:25][CH:26]=4)=[N:8][N:7]4[C:2]([NH:33][CH2:32][CH2:31][O:30][CH3:29])=[CH:3][CH:4]=[CH:5][C:6]=34)[CH:16]=[CH:15][N:14]=2)[CH2:19][CH2:20]1. The yield is 0.950. (5) The reactants are [C:1]([O:5][CH:6]([C:10]1[C:11]([CH:29]([CH3:31])[CH3:30])=[N:12][C:13]2[C:14]([CH3:28])([CH3:27])[CH2:15][NH:16][CH2:17][C:18]=2[C:19]=1[C:20]1[CH:25]=[CH:24][C:23]([F:26])=[CH:22][CH:21]=1)[C:7]([OH:9])=[O:8])([CH3:4])([CH3:3])[CH3:2].CCN(CC)CC.[C:39]1([CH2:45][CH2:46][CH2:47][C:48](Cl)=[O:49])[CH:44]=[CH:43][CH:42]=[CH:41][CH:40]=1.CO. The catalyst is C(Cl)Cl. The product is [C:1]([O:5][CH:6]([C:10]1[C:11]([CH:29]([CH3:31])[CH3:30])=[N:12][C:13]2[C:14]([CH3:28])([CH3:27])[CH2:15][N:16]([C:48](=[O:49])[CH2:47][CH2:46][CH2:45][C:39]3[CH:44]=[CH:43][CH:42]=[CH:41][CH:40]=3)[CH2:17][C:18]=2[C:19]=1[C:20]1[CH:21]=[CH:22][C:23]([F:26])=[CH:24][CH:25]=1)[C:7]([OH:9])=[O:8])([CH3:4])([CH3:3])[CH3:2]. The yield is 0.550. (6) The reactants are [F:1][C:2]1[CH:7]=[CH:6][C:5]([C:8]2[C:12]([CH2:13][O:14][C:15]3[CH:23]=[CH:22][C:18]([C:19]([OH:21])=O)=[CH:17][N:16]=3)=[C:11]([CH3:24])[O:10][N:9]=2)=[CH:4][CH:3]=1.[NH:25]1[CH2:30][CH2:29][S:28](=[O:32])(=[O:31])[CH2:27][CH2:26]1. No catalyst specified. The product is [O:31]=[S:28]1(=[O:32])[CH2:29][CH2:30][N:25]([C:19]([C:18]2[CH:17]=[N:16][C:15]([O:14][CH2:13][C:12]3[C:8]([C:5]4[CH:4]=[CH:3][C:2]([F:1])=[CH:7][CH:6]=4)=[N:9][O:10][C:11]=3[CH3:24])=[CH:23][CH:22]=2)=[O:21])[CH2:26][CH2:27]1. The yield is 0.550. (7) The reactants are [NH2:1][C:2]1[C:7]2=[C:8]([C:18]3[CH:23]=[CH:22][C:21]([NH:24]C(OC(C)(C)C)=O)=[CH:20][CH:19]=3)[CH:9]=[C:10]([C:11]([O:13][CH2:14][CH2:15][CH2:16][CH3:17])=[O:12])[N:6]2[N:5]=[CH:4][N:3]=1.C(O)(C(F)(F)F)=O. The catalyst is ClCCl. The product is [NH2:1][C:2]1[C:7]2=[C:8]([C:18]3[CH:19]=[CH:20][C:21]([NH2:24])=[CH:22][CH:23]=3)[CH:9]=[C:10]([C:11]([O:13][CH2:14][CH2:15][CH2:16][CH3:17])=[O:12])[N:6]2[N:5]=[CH:4][N:3]=1. The yield is 0.990. (8) The reactants are FC(F)(F)C(O)=O.[Si]([O:15][CH2:16][C:17]([O:19][C@H:20]1[C@@H:24]([OH:25])[C@H:23]([N:26]2[CH:34]=[N:33][C:32]3[C:27]2=[N:28][CH:29]=[N:30][C:31]=3[NH2:35])[O:22][C@@H:21]1[CH2:36][O:37][P:38]([O:41][C@H:42]1[CH2:46][C@H:45]([N:47]2[CH:52]=[CH:51][C:50]([NH2:53])=[N:49][C:48]2=[O:54])[O:44][C@@H:43]1[CH2:55][O:56][P:57]([OH:60])([OH:59])=[O:58])([OH:40])=[O:39])=[O:18])(C(C)(C)C)(C)C. The catalyst is ClCCl. The product is [OH:15][CH2:16][C:17]([O:19][C@H:20]1[C@@H:24]([OH:25])[C@H:23]([N:26]2[CH:34]=[N:33][C:32]3[C:27]2=[N:28][CH:29]=[N:30][C:31]=3[NH2:35])[O:22][C@@H:21]1[CH2:36][O:37][P:38]([O:41][C@H:42]1[CH2:46][C@H:45]([N:47]2[CH:52]=[CH:51][C:50]([NH2:53])=[N:49][C:48]2=[O:54])[O:44][C@@H:43]1[CH2:55][O:56][P:57]([OH:59])([OH:60])=[O:58])([OH:40])=[O:39])=[O:18]. The yield is 0.230. (9) The reactants are [CH2:1]([O:8][C:9]1[CH:30]=[CH:29][C:12]([CH2:13][O:14][CH2:15][C:16]([CH3:28])([OH:27])[CH2:17][N:18]2[CH:22]=[C:21]([N+:23]([O-:25])=[O:24])[N:20]=[C:19]2Br)=[CH:11][CH:10]=1)[C:2]1[CH:7]=[CH:6][CH:5]=[CH:4][CH:3]=1.[H-].[Na+]. No catalyst specified. The product is [CH2:1]([O:8][C:9]1[CH:30]=[CH:29][C:12]([CH2:13][O:14][CH2:15][C:16]2([CH3:28])[O:27][C:19]3=[N:20][C:21]([N+:23]([O-:25])=[O:24])=[CH:22][N:18]3[CH2:17]2)=[CH:11][CH:10]=1)[C:2]1[CH:7]=[CH:6][CH:5]=[CH:4][CH:3]=1. The yield is 0.970. (10) The reactants are Cl.[C:2]([NH:10][CH2:11][CH2:12][CH2:13][CH2:14][C:15]([O:17][CH2:18][C:19]1[N:23]2[C:24](=[O:40])[N:25]([CH:27]3[CH2:32][CH2:31][N:30]([C:33](OC(C)(C)C)=[O:34])[CH2:29][CH2:28]3)[CH2:26][C:22]2=[CH:21][N:20]=1)=[O:16])(=[O:9])[C:3]1[CH:8]=[CH:7][CH:6]=[CH:5][CH:4]=1.[Cl:41][C:42]1[CH:43]=[C:44]2[C:49](=[CH:50][CH:51]=1)[CH:48]=[C:47]([S:52]([CH2:55][C@@H:56]([OH:60])C(O)=O)(=[O:54])=[O:53])[CH:46]=[CH:45]2.C1C=CC2N(O)N=NC=2C=1. The catalyst is C(OCC)(=O)C.C(#N)C.ClCCl. The product is [C:2]([NH:10][CH2:11][CH2:12][CH2:13][CH2:14][C:15]([O:17][CH2:18][C:19]1[N:23]2[C:24](=[O:40])[N:25]([CH:27]3[CH2:28][CH2:29][N:30]([C:33](=[O:34])[C@H:56]([OH:60])[CH2:55][S:52]([C:47]4[CH:46]=[CH:45][C:44]5[C:49](=[CH:50][CH:51]=[C:42]([Cl:41])[CH:43]=5)[CH:48]=4)(=[O:53])=[O:54])[CH2:31][CH2:32]3)[CH2:26][C:22]2=[CH:21][N:20]=1)=[O:16])(=[O:9])[C:3]1[CH:8]=[CH:7][CH:6]=[CH:5][CH:4]=1. The yield is 0.240.